From a dataset of Catalyst prediction with 721,799 reactions and 888 catalyst types from USPTO. Predict which catalyst facilitates the given reaction. (1) Product: [C:16]([O:15][C:13]([NH:12][C@H:11]([CH2:20][OH:21])[CH2:10][C:9]([O:8][CH2:1][C:2]1[CH:3]=[CH:4][CH:5]=[CH:6][CH:7]=1)=[O:23])=[O:14])([CH3:18])([CH3:19])[CH3:17]. Reactant: [CH2:1]([O:8][C:9](=[O:23])[CH2:10][C@@H:11]([C:20](O)=[O:21])[NH:12][C:13]([O:15][C:16]([CH3:19])([CH3:18])[CH3:17])=[O:14])[C:2]1[CH:7]=[CH:6][CH:5]=[CH:4][CH:3]=1.CN1CCOCC1.ClC(OCC(C)C)=O. The catalyst class is: 216. (2) Reactant: [Br:1][C:2]1[CH:3]=[CH:4][C:5]([S:8](Cl)(=[O:10])=[O:9])=[N:6][CH:7]=1.[N:12]1C=CC=C[CH:13]=1.CN. Product: [Br:1][C:2]1[CH:3]=[CH:4][C:5]([S:8]([NH:12][CH3:13])(=[O:10])=[O:9])=[N:6][CH:7]=1. The catalyst class is: 2. (3) Reactant: [C:1](Cl)(=[O:5])[C:2](Cl)=O.[Br:7][C:8]1[CH:13]=[CH:12][C:11]([NH:14][C:15]2[C:20]([C:21]([OH:23])=O)=[CH:19][N:18]3[CH:24]=[CH:25][N:26]=[C:17]3[CH:16]=2)=[C:10]([Cl:27])[CH:9]=1.C1(C[NH:32]O)CC1.CCO[C:37]([CH3:39])=O. Product: [CH:2]1([CH2:1][O:5][NH:32][C:21]([C:20]2[C:15]([NH:14][C:11]3[CH:12]=[CH:13][C:8]([Br:7])=[CH:9][C:10]=3[Cl:27])=[CH:16][C:17]3[N:18]([CH:24]=[CH:25][N:26]=3)[CH:19]=2)=[O:23])[CH2:39][CH2:37]1. The catalyst class is: 59. (4) Reactant: [F:1][C:2]1[C:7]([CH:8]2[CH2:14][CH2:13][NH:12][C:11](=[O:15])[CH2:10][CH2:9]2)=[CH:6][CH:5]=[CH:4][N:3]=1.[H-].[Na+].I[CH3:19].[Cl-].[NH4+]. Product: [F:1][C:2]1[C:7]([CH:8]2[CH2:14][CH2:13][N:12]([CH3:19])[C:11](=[O:15])[CH2:10][CH2:9]2)=[CH:6][CH:5]=[CH:4][N:3]=1. The catalyst class is: 3. (5) Reactant: [CH:1]([C:3]1[N:4]=[C:5]2[CH:10]=[CH:9][C:8]([I:11])=[CH:7][N:6]2[C:12]=1[CH3:13])=[CH2:2].[N+](=[CH:16][C:17]([O:19][CH2:20][CH3:21])=[O:18])=[N-]. Product: [I:11][C:8]1[CH:9]=[CH:10][C:5]2[N:6]([C:12]([CH3:13])=[C:3]([CH:1]3[CH2:2][CH:16]3[C:17]([O:19][CH2:20][CH3:21])=[O:18])[N:4]=2)[CH:7]=1. The catalyst class is: 113. (6) The catalyst class is: 2. Product: [CH3:27][O:26][C:24](=[O:25])[N:2]([CH3:1])[CH2:3][C:4]1[CH:9]=[CH:8][C:7]([C:10]#[C:11][Si:12]([CH3:13])([CH3:15])[CH3:14])=[CH:6][CH:5]=1. Reactant: [CH3:1][NH:2][CH2:3][C:4]1[CH:9]=[CH:8][C:7]([C:10]#[C:11][Si:12]([CH3:15])([CH3:14])[CH3:13])=[CH:6][CH:5]=1.C(N(CC)CC)C.Cl[C:24]([O:26][CH3:27])=[O:25].O. (7) Reactant: [O:1]=[C:2]1[C:11]2[C:6](=[CH:7][CH:8]=[CH:9][CH:10]=2)[C:5]2[C:12](=[O:19])[C:13]3[CH:14]=[CH:15][CH:16]=[CH:17][C:18]=3[C:4]=2[NH:3]1.[BH4-].[Na+]. Product: [OH:19][CH:12]1[C:5]2[C:6]3[C:11](=[CH:10][CH:9]=[CH:8][CH:7]=3)[C:2](=[O:1])[NH:3][C:4]=2[C:18]2[CH:17]=[CH:16][CH:15]=[CH:14][C:13]1=2. The catalyst class is: 14. (8) Reactant: [H-].[Na+].[Cl:3][C:4]1[CH:5]=[C:6]([CH:10]([OH:24])[C@@H:11]2[CH2:16][CH2:15][CH2:14][N:13]([C:17]([O:19][C:20]([CH3:23])([CH3:22])[CH3:21])=[O:18])[CH2:12]2)[CH:7]=[CH:8][CH:9]=1.Br[CH2:26][C:27]([O:29][CH2:30][CH3:31])=[O:28].[NH4+].[Cl-]. Product: [Cl:3][C:4]1[CH:5]=[C:6]([CH:10]([O:24][CH2:26][C:27]([O:29][CH2:30][CH3:31])=[O:28])[C@@H:11]2[CH2:16][CH2:15][CH2:14][N:13]([C:17]([O:19][C:20]([CH3:21])([CH3:23])[CH3:22])=[O:18])[CH2:12]2)[CH:7]=[CH:8][CH:9]=1. The catalyst class is: 3. (9) Reactant: [CH3:1][N:2]1[C:6]([C:7]2[C:16]3[C:11](=[CH:12][CH:13]=[CH:14][CH:15]=3)[C:10]([N:17]3[CH2:22][CH2:21][CH:20]([NH2:23])[CH2:19][CH2:18]3)=[N:9][N:8]=2)=[CH:5][CH:4]=[N:3]1.[F:24][C:25]1[C:30]([CH:31]=O)=[CH:29][CH:28]=[C:27]([F:33])[N:26]=1.C(O[BH-](OC(=O)C)OC(=O)C)(=O)C.[Na+]. Product: [F:24][C:25]1[C:30]([CH2:31][NH:23][CH:20]2[CH2:21][CH2:22][N:17]([C:10]3[C:11]4[C:16](=[CH:15][CH:14]=[CH:13][CH:12]=4)[C:7]([C:6]4[N:2]([CH3:1])[N:3]=[CH:4][CH:5]=4)=[N:8][N:9]=3)[CH2:18][CH2:19]2)=[CH:29][CH:28]=[C:27]([F:33])[N:26]=1. The catalyst class is: 2. (10) Reactant: Cl[C:2]1[CH:11]=[CH:10][C:9]2[C:8]([S:12]([NH:15][CH:16]3[CH2:20][CH2:19][CH2:18][CH2:17]3)(=[O:14])=[O:13])=[CH:7][C:6]([C:21]3[C:22]([CH3:27])=[N:23][O:24][C:25]=3[CH3:26])=[CH:5][C:4]=2[N:3]=1.[CH:28]1(B(O)O)[CH2:30][CH2:29]1.C(=O)([O-])[O-].[K+].[K+]. Product: [CH:16]1([NH:15][S:12]([C:8]2[C:9]3[CH:10]=[CH:11][C:2]([CH:28]4[CH2:30][CH2:29]4)=[N:3][C:4]=3[CH:5]=[C:6]([C:21]3[C:22]([CH3:27])=[N:23][O:24][C:25]=3[CH3:26])[CH:7]=2)(=[O:14])=[O:13])[CH2:20][CH2:19][CH2:18][CH2:17]1. The catalyst class is: 12.